This data is from Full USPTO retrosynthesis dataset with 1.9M reactions from patents (1976-2016). The task is: Predict the reactants needed to synthesize the given product. (1) Given the product [CH3:1][C:2]1[C@@H:19]([O:20][C:21]([C@H:23]([OH:40])[C@@H:24]([NH:31][C:32]([C:34]2[CH:39]=[CH:38][CH:37]=[CH:36][CH:35]=2)=[O:33])[C:25]2[CH:26]=[CH:27][CH:28]=[CH:29][CH:30]=2)=[O:22])[CH2:18][C@:14]2([OH:41])[C:15]([CH3:16])([CH3:17])[C:3]=1[C@@H:4]([O:59][C:60]([CH3:62])=[O:61])[C:5]([C@@:7]1([CH3:58])[C@H:12]([C@@H:13]2[O:42][C:43]([C:45]2[CH:50]=[CH:49][CH:48]=[CH:47][CH:46]=2)=[O:44])[C@:11]2([O:53][C:54]([CH3:56])=[O:55])[CH2:51][O:52][C@@H:10]2[CH2:9][C@@H:8]1[OH:57])=[O:6].[CH3:63][C@@H:64]([C@@H:72]1[C@@:76]2([CH3:91])[CH2:77][CH2:78][C@@H:79]3[C@@:84]4([CH3:90])[CH2:85][CH2:86][C@H:87]([OH:89])[CH2:88][C:83]4=[CH:82][CH:81]=[C:80]3[C@@H:75]2[CH2:74][CH2:73]1)/[CH:65]=[CH:66]/[C@@H:67]([CH:69]([CH3:70])[CH3:71])[CH3:68], predict the reactants needed to synthesize it. The reactants are: [CH3:1][C:2]1[C@@H:19]([O:20][C:21]([C@H:23]([OH:40])[C@@H:24]([NH:31][C:32]([C:34]2[CH:35]=[CH:36][CH:37]=[CH:38][CH:39]=2)=[O:33])[C:25]2[CH:26]=[CH:27][CH:28]=[CH:29][CH:30]=2)=[O:22])[CH2:18][C@:14]2([OH:41])[C:15]([CH3:17])([CH3:16])[C:3]=1[C@@H:4]([O:59][C:60]([CH3:62])=[O:61])[C:5]([C@@:7]1([CH3:58])[C@H:12]([C@@H:13]2[O:42][C:43]([C:45]2[CH:46]=[CH:47][CH:48]=[CH:49][CH:50]=2)=[O:44])[C@:11]2([O:53][C:54]([CH3:56])=[O:55])[CH2:51][O:52][C@@H:10]2[CH2:9][C@@H:8]1[OH:57])=[O:6].[CH3:63][C@@H:64]([C@@H:72]1[C@@:76]2([CH3:91])[CH2:77][CH2:78][C@@H:79]3[C@@:84]4([CH3:90])[CH2:85][CH2:86][C@H:87]([OH:89])[CH2:88][C:83]4=[CH:82][CH:81]=[C:80]3[C@@H:75]2[CH2:74][CH2:73]1)/[CH:65]=[CH:66]/[C@@H:67]([CH:69]([CH3:71])[CH3:70])[CH3:68]. (2) Given the product [Cl:14][C:9]1[CH:8]=[C:7]([CH2:6][S:2][CH3:1])[CH:12]=[C:11]([CH3:13])[N:10]=1, predict the reactants needed to synthesize it. The reactants are: [CH3:1][S-:2].[Na+].Cl.Br[CH2:6][C:7]1[CH:12]=[C:11]([CH3:13])[N:10]=[C:9]([Cl:14])[CH:8]=1.CCOC(C)=O. (3) Given the product [Br:16][C:13]1[CH:12]=[C:11]([C:17]([C:19]2[C:24]3[CH:25]=[C:26]([CH2:28][CH3:29])[O:27][C:23]=3[CH:22]=[CH:21][C:20]=2[OH:30])=[O:18])[CH:10]=[C:9]([Br:8])[C:14]=1[OH:15], predict the reactants needed to synthesize it. The reactants are: [Al+3].[Cl-].[Cl-].[Cl-].C(S)C.[Br:8][C:9]1[CH:10]=[C:11]([C:17]([C:19]2[C:24]3[CH:25]=[C:26]([CH2:28][CH3:29])[O:27][C:23]=3[CH:22]=[CH:21][C:20]=2[O:30]C)=[O:18])[CH:12]=[C:13]([Br:16])[C:14]=1[OH:15].